This data is from Human liver microsome stability data. The task is: Regression/Classification. Given a drug SMILES string, predict its absorption, distribution, metabolism, or excretion properties. Task type varies by dataset: regression for continuous measurements (e.g., permeability, clearance, half-life) or binary classification for categorical outcomes (e.g., BBB penetration, CYP inhibition). Dataset: hlm. (1) The compound is O=C(NCCC(c1ccccc1)c1ccccc1)c1ccc(O)nc1. The result is 0 (unstable in human liver microsomes). (2) The compound is COC(=O)[C@H](CCC(N)=O)NC(=O)CCCCCCCCNC(=O)[C@]12CC[C@@H](C(C)C)[C@@H]1[C@H]1CC[C@@H]3[C@@]4(C)CC[C@H](O)C(C)(C)[C@@H]4CC[C@@]3(C)[C@]1(C)CC2. The result is 0 (unstable in human liver microsomes).